From a dataset of Peptide-MHC class I binding affinity with 185,985 pairs from IEDB/IMGT. Regression. Given a peptide amino acid sequence and an MHC pseudo amino acid sequence, predict their binding affinity value. This is MHC class I binding data. (1) The peptide sequence is PVSIINNAVY. The MHC is HLA-A26:01 with pseudo-sequence HLA-A26:01. The binding affinity (normalized) is 0.319. (2) The peptide sequence is LTACQGVGGP. The MHC is Mamu-A01 with pseudo-sequence Mamu-A01. The binding affinity (normalized) is 0.404. (3) The peptide sequence is SFVTDLEKY. The MHC is HLA-B51:01 with pseudo-sequence HLA-B51:01. The binding affinity (normalized) is 0.0847. (4) The peptide sequence is YSKPWMAFF. The MHC is HLA-C12:03 with pseudo-sequence HLA-C12:03. The binding affinity (normalized) is 0.936. (5) The peptide sequence is RPAPGAAGP. The MHC is HLA-B07:02 with pseudo-sequence HLA-B07:02. The binding affinity (normalized) is 0.498. (6) The peptide sequence is AYDHGNVIL. The MHC is HLA-A02:01 with pseudo-sequence HLA-A02:01. The binding affinity (normalized) is 0.0847. (7) The peptide sequence is FHNEFTQRL. The MHC is HLA-B40:01 with pseudo-sequence HLA-B40:01. The binding affinity (normalized) is 0.0847. (8) The peptide sequence is AVFDSFVER. The MHC is HLA-A26:02 with pseudo-sequence HLA-A26:02. The binding affinity (normalized) is 0.0847.